Task: Predict the reactants needed to synthesize the given product.. Dataset: Full USPTO retrosynthesis dataset with 1.9M reactions from patents (1976-2016) (1) Given the product [NH2:10][C@H:11]([CH2:42][C:43]1[CH:44]=[CH:45][CH:46]=[CH:47][CH:48]=1)[C:12]([N:14]1[CH2:19][CH2:18][CH:17]([C:20]2[CH:25]=[CH:24][C:23]([OH:26])=[CH:22][C:21]=2[OH:34])[CH2:16][CH2:15]1)=[O:13], predict the reactants needed to synthesize it. The reactants are: C(OC(=O)[NH:10][C@H:11]([CH2:42][C:43]1[CH:48]=[CH:47][CH:46]=[CH:45][CH:44]=1)[C:12]([N:14]1[CH2:19][CH2:18][CH:17]([C:20]2[CH:25]=[CH:24][C:23]([O:26]CC3C=CC=CC=3)=[CH:22][C:21]=2[O:34]CC2C=CC=CC=2)[CH2:16][CH2:15]1)=[O:13])C1C=CC=CC=1. (2) Given the product [C:18]([C@@H:16]([C@H:14]([C:13]([O-:22])=[O:21])[OH:15])[OH:17])([O-:20])=[O:19].[CH3:1][C:2]1[N:6]=[C:5]([CH:7]2[CH2:12][CH2:11][CH2:10][NH:9][CH2:8]2)[O:4][N:3]=1, predict the reactants needed to synthesize it. The reactants are: [CH3:1][C:2]1[N:6]=[C:5]([CH:7]2[CH2:12][CH2:11][CH2:10][NH:9][CH2:8]2)[O:4][N:3]=1.[C:13]([OH:22])(=[O:21])[C@@H:14]([C@H:16]([C:18]([OH:20])=[O:19])[OH:17])[OH:15].C(#N)C. (3) Given the product [CH:32]1([C:12]2[N:11]([CH2:10][CH2:9][CH2:8][CH2:7][CH2:6][CH2:5][C:4]([OH:35])=[O:3])[C:15]3=[N:16][C:17]([C:26]4[CH:27]=[CH:28][CH:29]=[CH:30][CH:31]=4)=[C:18]([C:20]4[CH:25]=[CH:24][CH:23]=[CH:22][CH:21]=4)[N:19]=[C:14]3[CH:13]=2)[CH2:33][CH2:34]1, predict the reactants needed to synthesize it. The reactants are: C([O:3][C:4](=[O:35])[CH2:5][CH2:6][CH2:7][CH2:8][CH2:9][CH2:10][N:11]1[C:15]2=[N:16][C:17]([C:26]3[CH:31]=[CH:30][CH:29]=[CH:28][CH:27]=3)=[C:18]([C:20]3[CH:25]=[CH:24][CH:23]=[CH:22][CH:21]=3)[N:19]=[C:14]2[CH:13]=[C:12]1[CH:32]1[CH2:34][CH2:33]1)C.[Li+].[OH-].